From a dataset of Full USPTO retrosynthesis dataset with 1.9M reactions from patents (1976-2016). Predict the reactants needed to synthesize the given product. Given the product [Br:1][C:2]1[CH:24]=[CH:23][CH:22]=[CH:21][C:3]=1[O:4][C:5]1[CH:17]=[CH:16][CH:15]=[C:14]([N+:18]([O-:20])=[O:19])[C:6]=1[C:7]([OH:9])=[O:8], predict the reactants needed to synthesize it. The reactants are: [Br:1][C:2]1[CH:24]=[CH:23][CH:22]=[CH:21][C:3]=1[O:4][C:5]1[CH:17]=[CH:16][CH:15]=[C:14]([N+:18]([O-:20])=[O:19])[C:6]=1[C:7]([O:9]C(C)(C)C)=[O:8].Cl.O1CCOCC1.Cl.